Dataset: Forward reaction prediction with 1.9M reactions from USPTO patents (1976-2016). Task: Predict the product of the given reaction. (1) Given the reactants [CH2:1]([O:8][C:9]([NH:11][CH:12]1[CH2:17][CH2:16][CH:15]([C:18]([OH:20])=[O:19])[CH2:14][CH2:13]1)=[O:10])[C:2]1[CH:7]=[CH:6][CH:5]=[CH:4][CH:3]=1.[C:21](O)([CH3:24])([CH3:23])[CH3:22].CC(C)N=C=NC(C)C, predict the reaction product. The product is: [C:21]([O:19][C:18]([CH:15]1[CH2:16][CH2:17][CH:12]([NH:11][C:9]([O:8][CH2:1][C:2]2[CH:3]=[CH:4][CH:5]=[CH:6][CH:7]=2)=[O:10])[CH2:13][CH2:14]1)=[O:20])([CH3:24])([CH3:23])[CH3:22]. (2) Given the reactants [CH3:1][O:2][C:3]([C:5]1[CH:10]=[CH:9][C:8]([C:11]2[C:12]([CH3:56])([CH3:55])[C@H:13]3[C@:26]([CH3:29])([CH2:27][CH:28]=2)[C@@H:25]2[C@:16]([CH3:54])([C@@:17]4([CH3:53])[C@H:22]([CH2:23][CH2:24]2)[C@H:21]2[C@H:30]([C:33]([CH3:35])=[CH2:34])[CH2:31][CH2:32][C@:20]2([NH:36][CH2:37][CH2:38][N:39]2[CH2:44][C@@H:43]5[CH2:45][C@H:40]2[CH2:41][N:42]5C(OC(C)(C)C)=O)[CH2:19][CH2:18]4)[CH2:15][CH2:14]3)=[CH:7][CH:6]=1)=[O:4].[C:57]([OH:63])([C:59]([F:62])([F:61])[F:60])=[O:58], predict the reaction product. The product is: [C@H:40]12[CH2:45][C@H:43]([NH:42][CH2:41]1)[CH2:44][N:39]2[CH2:38][CH2:37][NH:36][C@:20]12[CH2:32][CH2:31][C@@H:30]([C:33]([CH3:35])=[CH2:34])[C@@H:21]1[C@@H:22]1[C@@:17]([CH3:53])([CH2:18][CH2:19]2)[C@@:16]2([CH3:54])[C@@H:25]([C@:26]3([CH3:29])[C@@H:13]([CH2:14][CH2:15]2)[C:12]([CH3:55])([CH3:56])[C:11]([C:8]2[CH:9]=[CH:10][C:5]([C:3]([O:2][CH3:1])=[O:4])=[CH:6][CH:7]=2)=[CH:28][CH2:27]3)[CH2:24][CH2:23]1.[C:57]([OH:63])([C:59]([F:62])([F:61])[F:60])=[O:58]. (3) Given the reactants [Si]([O:8][C:9]1[CH:10]=[CH:11][C:12]2[C:16]([O:17][C:18]3[CH:23]=[CH:22][C:21](/[CH:24]=[CH:25]/[C:26]([O:28][CH:29]([CH3:31])[CH3:30])=[O:27])=[CH:20][CH:19]=3)=[C:15]([C:32]3[CH:37]=[CH:36][CH:35]=[CH:34][C:33]=3[CH:38]([CH3:40])[CH3:39])[S:14][C:13]=2[CH:41]=1)(C(C)(C)C)(C)C.[F-].C([N+](CCCC)(CCCC)CCCC)CCC, predict the reaction product. The product is: [OH:8][C:9]1[CH:10]=[CH:11][C:12]2[C:16]([O:17][C:18]3[CH:19]=[CH:20][C:21](/[CH:24]=[CH:25]/[C:26]([O:28][CH:29]([CH3:31])[CH3:30])=[O:27])=[CH:22][CH:23]=3)=[C:15]([C:32]3[CH:37]=[CH:36][CH:35]=[CH:34][C:33]=3[CH:38]([CH3:40])[CH3:39])[S:14][C:13]=2[CH:41]=1. (4) Given the reactants [CH2:1]1[C:6]2([O:16][O:15][C:9]3([CH2:14][CH2:13][CH2:12][CH2:11][CH2:10]3)[O:8][O:7]2)[CH2:5][CH2:4][C:3](=O)[CH2:2]1.[NH:18]1[CH2:23][CH2:22][O:21][CH2:20][CH2:19]1.C(O[BH-](OC(=O)C)OC(=O)C)(=O)C.[Na+], predict the reaction product. The product is: [CH2:1]1[C:6]2([O:16][O:15][C:9]3([CH2:14][CH2:13][CH2:12][CH2:11][CH2:10]3)[O:8][O:7]2)[CH2:5][CH2:4][CH:3]([N:18]2[CH2:23][CH2:22][O:21][CH2:20][CH2:19]2)[CH2:2]1. (5) Given the reactants [Cl:1][C:2]1[S:6][C:5]([C:7]([NH:9][CH2:10][C:11]2[N:12]=[N:13][N:14]([C:16]3[CH:21]=[CH:20][C:19]([N:22]4[CH:27]=[CH:26][CH:25]=[CH:24][C:23]4=[O:28])=[CH:18][CH:17]=3)[CH:15]=2)=[O:8])=[CH:4][CH:3]=1.[F:29]C1C(O)=NC=CC=1.CNCCNC.[O-]P([O-])([O-])=O.[K+].[K+].[K+], predict the reaction product. The product is: [Cl:1][C:2]1[S:6][C:5]([C:7]([NH:9][CH2:10][C:11]2[N:12]=[N:13][N:14]([C:16]3[CH:21]=[CH:20][C:19]([N:22]4[CH:27]=[CH:26][CH:25]=[C:24]([F:29])[C:23]4=[O:28])=[CH:18][CH:17]=3)[CH:15]=2)=[O:8])=[CH:4][CH:3]=1. (6) Given the reactants C1C=C(Cl)C=C(C(OO)=[O:9])C=1.[Cl:12][C:13]1[C:18]([CH:19]=[CH2:20])=[CH:17][C:16]([C:21]#[N:22])=[CH:15][C:14]=1[NH:23][C:24](=[O:30])[O:25][C:26]([CH3:29])([CH3:28])[CH3:27], predict the reaction product. The product is: [Cl:12][C:13]1[C:18]([CH:19]2[CH2:20][O:9]2)=[CH:17][C:16]([C:21]#[N:22])=[CH:15][C:14]=1[NH:23][C:24](=[O:30])[O:25][C:26]([CH3:29])([CH3:28])[CH3:27]. (7) Given the reactants [CH3:1][CH:2]1[CH:6]([C:7]([O:9][CH2:10][CH3:11])=[O:8])[CH2:5][C:4](=[O:12])[NH:3]1.[H-].[Na+].[CH3:15][O:16][C:17]1[CH:24]=[CH:23][C:20]([CH2:21]Cl)=[CH:19][CH:18]=1.[I-].C([NH3+])(C)(C)C, predict the reaction product. The product is: [CH3:15][O:16][C:17]1[CH:24]=[CH:23][C:20]([CH2:21][N:3]2[C:4](=[O:12])[CH2:5][CH:6]([C:7]([O:9][CH2:10][CH3:11])=[O:8])[CH:2]2[CH3:1])=[CH:19][CH:18]=1. (8) Given the reactants [C:1]([O:5][C:6](=[O:16])[NH:7][CH2:8][C:9]1[CH:14]=[CH:13][CH:12]=[C:11]([NH2:15])[CH:10]=1)([CH3:4])([CH3:3])[CH3:2].N1C=CC=CC=1.[CH3:23][S:24](Cl)(=[O:26])=[O:25], predict the reaction product. The product is: [CH3:23][S:24]([NH:15][C:11]1[CH:10]=[C:9]([CH:14]=[CH:13][CH:12]=1)[CH2:8][NH:7][C:6](=[O:16])[O:5][C:1]([CH3:4])([CH3:2])[CH3:3])(=[O:26])=[O:25]. (9) Given the reactants [Br:1][C:2]1[CH:7]=[C:6]([C:8]([F:11])([F:10])[F:9])[CH:5]=[C:4]([CH2:12]Br)[CH:3]=1.[F:14][C:15]1[CH:20]=[CH:19][CH:18]=[CH:17][C:16]=1[C:21]1([CH2:34][OH:35])[CH2:26][CH2:25][N:24]([C:27]([O:29][C:30]([CH3:33])([CH3:32])[CH3:31])=[O:28])[CH2:23][CH2:22]1.CC(C)([O-])C.[K+].CO, predict the reaction product. The product is: [Br:1][C:2]1[CH:3]=[C:4]([CH:5]=[C:6]([C:8]([F:11])([F:10])[F:9])[CH:7]=1)[CH2:12][O:35][CH2:34][C:21]1([C:16]2[CH:17]=[CH:18][CH:19]=[CH:20][C:15]=2[F:14])[CH2:22][CH2:23][N:24]([C:27]([O:29][C:30]([CH3:33])([CH3:32])[CH3:31])=[O:28])[CH2:25][CH2:26]1.